This data is from Reaction yield outcomes from USPTO patents with 853,638 reactions. The task is: Predict the reaction yield, written as a fraction of the theoretical maximum amount of product (1.0 means a 100% yield; for example, 0.34 means a 34% yield). (1) The reactants are [OH-].[K+].[NH2:3][C:4]1[CH:11]=[CH:10][C:9]([Br:12])=[CH:8][C:5]=1[CH:6]=O.[C:13]([C:16]1[S:20][C:19]([CH3:21])=[N:18][C:17]=1[CH3:22])(=O)[CH3:14].Cl. The catalyst is CCO. The product is [Br:12][C:9]1[CH:8]=[C:5]2[C:4](=[CH:11][CH:10]=1)[N:3]=[C:13]([C:16]1[S:20][C:19]([CH3:21])=[N:18][C:17]=1[CH3:22])[CH:14]=[CH:6]2. The yield is 0.940. (2) The reactants are Cl[C:2]1[N:3]=[N+:4]([O-:15])[C:5]2[CH:14]=[C:13]3[C:9]([CH2:10][CH2:11][CH2:12]3)=[CH:8][C:6]=2[N:7]=1.CCN(CC)CC.[CH3:23][O:24][CH:25]1[CH2:28][N:27]([CH2:29][CH2:30][NH2:31])[CH2:26]1. The catalyst is COCCOC. The product is [CH3:23][O:24][CH:25]1[CH2:28][N:27]([CH2:29][CH2:30][NH:31][C:2]2[N:3]=[N+:4]([O-:15])[C:5]3[CH:14]=[C:13]4[C:9]([CH2:10][CH2:11][CH2:12]4)=[CH:8][C:6]=3[N:7]=2)[CH2:26]1. The yield is 0.480.